From a dataset of Reaction yield outcomes from USPTO patents with 853,638 reactions. Predict the reaction yield, written as a fraction of the theoretical maximum amount of product (1.0 means a 100% yield; for example, 0.34 means a 34% yield). (1) The reactants are C([O:3][C:4](=O)[C:5](=[C:17]1[C:23]2[CH:24]=[CH:25][CH:26]=[CH:27][C:22]=2[CH2:21][CH2:20][C:19]2[CH:28]=[CH:29][CH:30]=[CH:31][C:18]1=2)[C:6]1[CH:11]=[CH:10][CH:9]=[C:8]([NH:12][S:13]([CH3:16])(=[O:15])=[O:14])[CH:7]=1)C.[H-].[Al+3].[Li+].[H-].[H-].[H-]. No catalyst specified. The product is [CH:28]1[C:19]2[CH2:20][CH2:21][C:22]3[CH:27]=[CH:26][CH:25]=[CH:24][C:23]=3[C:17](=[C:5]([C:6]3[CH:7]=[C:8]([NH:12][S:13]([CH3:16])(=[O:15])=[O:14])[CH:9]=[CH:10][CH:11]=3)[CH2:4][OH:3])[C:18]=2[CH:31]=[CH:30][CH:29]=1. The yield is 0.330. (2) The reactants are [C:1]([N:4]1[C:13]2[C:8](=[CH:9][C:10](Br)=[CH:11][CH:12]=2)[CH:7]([NH:15][C:16]2[CH:21]=[CH:20][C:19]([Cl:22])=[CH:18][CH:17]=2)[CH2:6][CH:5]1[CH3:23])(=[O:3])[CH3:2].[CH3:24][C:25]1[N:26]([CH2:43][O:44][CH2:45][CH2:46][Si:47]([CH3:50])([CH3:49])[CH3:48])[C:27]([Sn](CCCC)(CCCC)CCCC)=[CH:28][N:29]=1. The catalyst is CN(C=O)C.C1C=CC([P]([Pd]([P](C2C=CC=CC=2)(C2C=CC=CC=2)C2C=CC=CC=2)([P](C2C=CC=CC=2)(C2C=CC=CC=2)C2C=CC=CC=2)[P](C2C=CC=CC=2)(C2C=CC=CC=2)C2C=CC=CC=2)(C2C=CC=CC=2)C2C=CC=CC=2)=CC=1. The product is [C:1]([N:4]1[C:13]2[C:8](=[CH:9][C:10]([C:27]3[N:26]([CH2:43][O:44][CH2:45][CH2:46][Si:47]([CH3:50])([CH3:49])[CH3:48])[C:25]([CH3:24])=[N:29][CH:28]=3)=[CH:11][CH:12]=2)[CH:7]([NH:15][C:16]2[CH:21]=[CH:20][C:19]([Cl:22])=[CH:18][CH:17]=2)[CH2:6][CH:5]1[CH3:23])(=[O:3])[CH3:2]. The yield is 0.530. (3) The yield is 0.810. The product is [C:1]([O:5][C:6]([C@@H:8]1[N:12]([CH2:13][C:14]2[CH:15]=[CH:16][CH:17]=[CH:18][CH:19]=2)[C@H:11]([CH:20]=[CH2:21])[C@H:10]([CH2:22][O:23][C:24](=[O:26])[CH3:25])[CH2:9]1)=[O:7])([CH3:4])([CH3:3])[CH3:2]. The reactants are [C:1]([O:5][C:6]([C@@H:8]1[N:12]([CH2:13][C:14]2[CH:19]=[CH:18][CH:17]=[CH:16][CH:15]=2)[C@H:11]([CH:20]=[CH2:21])[C@H:10]([CH2:22][OH:23])[CH2:9]1)=[O:7])([CH3:4])([CH3:3])[CH3:2].[C:24](OC(=O)C)(=[O:26])[CH3:25]. The catalyst is CN(C)C1C=CN=CC=1.N1C=CC=CC=1. (4) The yield is 0.340. The product is [Cl:23][C:9]1[C:8]([CH3:14])=[N:7][C:6]2[C:11]([N:10]=1)=[CH:12][C:3]([O:2][CH3:1])=[CH:4][CH:5]=2. No catalyst specified. The reactants are [CH3:1][O:2][C:3]1[CH:12]=[C:11]2[C:6]([N:7]=[C:8]([CH3:14])[C:9](=O)[NH:10]2)=[CH:5][CH:4]=1.C(OCC)(=O)C.P(Cl)(Cl)([Cl:23])=O.